The task is: Regression. Given two drug SMILES strings and cell line genomic features, predict the synergy score measuring deviation from expected non-interaction effect.. This data is from NCI-60 drug combinations with 297,098 pairs across 59 cell lines. Drug 1: C1CC(=O)NC(=O)C1N2CC3=C(C2=O)C=CC=C3N. Drug 2: CN(C)N=NC1=C(NC=N1)C(=O)N. Cell line: U251. Synergy scores: CSS=6.84, Synergy_ZIP=-5.57, Synergy_Bliss=-4.51, Synergy_Loewe=-5.42, Synergy_HSA=-2.24.